Predict the product of the given reaction. From a dataset of Forward reaction prediction with 1.9M reactions from USPTO patents (1976-2016). (1) Given the reactants Cl[C:2]1[N:7]=[C:6]([NH:8][C:9]2[CH:24]=[CH:23][C:12]3[NH:13][C:14]([CH2:16][N:17]4[CH2:22][CH2:21][O:20][CH2:19][CH2:18]4)=[N:15][C:11]=3[CH:10]=2)[N:5]=[C:4]([NH:25][CH2:26][C:27]2[S:28][CH:29]=[CH:30][CH:31]=2)[N:3]=1.[C-:32]#[N:33].[Na+].CS(C)=O, predict the reaction product. The product is: [N:17]1([CH2:16][C:14]2[NH:13][C:12]3[CH:23]=[CH:24][C:9]([NH:8][C:6]4[N:5]=[C:4]([NH:25][CH2:26][C:27]5[S:28][CH:29]=[CH:30][CH:31]=5)[N:3]=[C:2]([C:32]#[N:33])[N:7]=4)=[CH:10][C:11]=3[N:15]=2)[CH2:22][CH2:21][O:20][CH2:19][CH2:18]1. (2) Given the reactants [CH:1]1([CH:7]([NH:21][C:22]2[CH:30]=[CH:29][C:25]([C:26]([OH:28])=O)=[CH:24][CH:23]=2)[C:8]2[CH:12]=[C:11]([C:13]3[CH:14]=[N:15][C:16](C)=[CH:17][CH:18]=3)O[C:9]=2[CH3:20])[CH2:6][CH2:5][CH2:4][CH2:3][CH2:2]1.[CH3:31][NH:32][CH2:33][CH2:34][C:35]([O:37]CC)=[O:36].Cl.C(N=C=NCCCN(C)C)C.[OH2:52].[OH:53][C:54]1C2N=NNC=2C=CC=1, predict the reaction product. The product is: [CH:1]1([CH:7]([NH:21][C:22]2[CH:23]=[CH:24][C:25]([C:26]([N:32]([CH3:31])[CH2:33][CH2:34][C:35]([OH:37])=[O:36])=[O:28])=[CH:29][CH:30]=2)[C:8]2[CH:12]=[C:11]([C:13]3[CH:14]=[N:15][C:16]([O:53][CH3:54])=[CH:17][CH:18]=3)[O:52][C:9]=2[CH3:20])[CH2:6][CH2:5][CH2:4][CH2:3][CH2:2]1. (3) Given the reactants [Cl:1][C:2]1[C:3]([F:11])=[N:4][C:5]([F:10])=[C:6]([Cl:9])[C:7]=1F.[C:12]([O:25][CH2:26][C:27]1[CH:32]=[CH:31][CH:30]=[CH:29][CH:28]=1)(=[O:24])[CH2:13][C:14]([O:16][CH2:17][C:18]1[CH:23]=[CH:22][CH:21]=[CH:20][CH:19]=1)=[O:15].[H-].[Na+].C(O)(=O)C, predict the reaction product. The product is: [Cl:1][C:2]1[C:3]([F:11])=[N:4][C:5]([F:10])=[C:6]([Cl:9])[C:7]=1[CH:13]([C:12]([O:25][CH2:26][C:27]1[CH:32]=[CH:31][CH:30]=[CH:29][CH:28]=1)=[O:24])[C:14]([O:16][CH2:17][C:18]1[CH:23]=[CH:22][CH:21]=[CH:20][CH:19]=1)=[O:15].